Dataset: Full USPTO retrosynthesis dataset with 1.9M reactions from patents (1976-2016). Task: Predict the reactants needed to synthesize the given product. (1) The reactants are: [N+:1]([C:4]1[CH:5]=[CH:6][C:7]([O:15][C:16]2[CH:21]=[CH:20][C:19]([F:22])=[C:18]([F:23])[CH:17]=2)=[C:8]([CH:14]=1)[C:9]([O:11][CH2:12][CH3:13])=[O:10])([O-])=O.NC1C=CC=CC=1. Given the product [NH2:1][C:4]1[CH:5]=[CH:6][C:7]([O:15][C:16]2[CH:21]=[CH:20][C:19]([F:22])=[C:18]([F:23])[CH:17]=2)=[C:8]([CH:14]=1)[C:9]([O:11][CH2:12][CH3:13])=[O:10], predict the reactants needed to synthesize it. (2) Given the product [CH2:21]([O:25][C:26]([N:28]1[CH2:33][CH2:32][N:31]([C:11](=[O:13])[C@@H:2]([NH:1][C:14]([O:16][C:17]([CH3:20])([CH3:19])[CH3:18])=[O:15])[CH2:3][C:4]2[CH:5]=[CH:6][C:7]([I:10])=[CH:8][CH:9]=2)[CH2:30][CH2:29]1)=[O:27])[CH2:22][CH2:23][CH3:24], predict the reactants needed to synthesize it. The reactants are: [NH:1]([C:14]([O:16][C:17]([CH3:20])([CH3:19])[CH3:18])=[O:15])[C@H:2]([C:11]([OH:13])=O)[CH2:3][C:4]1[CH:9]=[CH:8][C:7]([I:10])=[CH:6][CH:5]=1.[CH2:21]([O:25][C:26]([N:28]1[CH2:33][CH2:32][NH:31][CH2:30][CH2:29]1)=[O:27])[CH2:22][CH2:23][CH3:24]. (3) Given the product [OH:1][C:2]1[CH:8]=[C:7]([C:9]([O:11][CH3:12])=[O:10])[CH:6]=[CH:5][C:3]=1[NH:4][C:21]([NH:20][C:15]1[CH:16]=[CH:17][CH:18]=[CH:19][C:14]=1[Br:13])=[O:22], predict the reactants needed to synthesize it. The reactants are: [OH:1][C:2]1[CH:8]=[C:7]([C:9]([O:11][CH3:12])=[O:10])[CH:6]=[CH:5][C:3]=1[NH2:4].[Br:13][C:14]1[CH:19]=[CH:18][CH:17]=[CH:16][C:15]=1[N:20]=[C:21]=[O:22]. (4) Given the product [Br:1][C:2]1[CH:3]=[C:4]([C:21]([NH2:25])=[O:23])[C:5]2[NH:6][C:7]3[CH:8]=[C:9]([N:15]4[CH2:16][CH2:17][O:18][CH2:19][CH2:20]4)[CH:10]=[CH:11][C:12]=3[C:13]=2[N:14]=1, predict the reactants needed to synthesize it. The reactants are: [Br:1][C:2]1[CH:3]=[C:4]([C:21]([O:23]C)=O)[C:5]2[NH:6][C:7]3[CH:8]=[C:9]([N:15]4[CH2:20][CH2:19][O:18][CH2:17][CH2:16]4)[CH:10]=[CH:11][C:12]=3[C:13]=2[N:14]=1.[NH3:25]. (5) The reactants are: [CH3:1][C@H:2]1[CH2:7][NH:6][CH2:5][C@@H:4]([CH3:8])[NH:3]1.[Cl:9][C:10]1[CH:20]=[CH:19][C:13]([O:14][CH2:15][C:16](Cl)=[O:17])=[CH:12][CH:11]=1.C(N(CC)CC)C. Given the product [Cl:9][C:10]1[CH:20]=[CH:19][C:13]([O:14][CH2:15][C:16]([N:6]2[CH2:5][C@H:4]([CH3:8])[NH:3][C@H:2]([CH3:1])[CH2:7]2)=[O:17])=[CH:12][CH:11]=1, predict the reactants needed to synthesize it. (6) Given the product [C:1]1([C:7]2[CH:15]=[CH:14][C:10]([C:11]([Cl:18])=[O:12])=[CH:9][CH:8]=2)[CH:6]=[CH:5][CH:4]=[CH:3][CH:2]=1, predict the reactants needed to synthesize it. The reactants are: [C:1]1([C:7]2[CH:15]=[CH:14][C:10]([C:11](O)=[O:12])=[CH:9][CH:8]=2)[CH:6]=[CH:5][CH:4]=[CH:3][CH:2]=1.S(Cl)([Cl:18])=O. (7) Given the product [F:8][C:9]1[CH:36]=[C:35]([F:37])[CH:34]=[CH:33][C:10]=1[O:11][CH:12]1[CH2:13][CH2:14][N:15]([C:18]2[N:19]=[C:20]3[CH2:31][CH2:30][N:29]([C:2](=[O:1])[CH:4]([F:7])[F:5])[CH:28]([CH3:32])[C:21]3=[N:22][C:23]=2[NH:24][CH:25]([CH3:27])[CH3:26])[CH2:16][CH2:17]1.[C:2]([OH:3])([C:4]([F:7])([F:6])[F:5])=[O:1], predict the reactants needed to synthesize it. The reactants are: [OH:1][C:2]([C:4]([F:7])([F:6])[F:5])=[O:3].[F:8][C:9]1[CH:36]=[C:35]([F:37])[CH:34]=[CH:33][C:10]=1[O:11][CH:12]1[CH2:17][CH2:16][N:15]([C:18]2[N:19]=[C:20]3[CH2:31][CH2:30][NH:29][CH:28]([CH3:32])[C:21]3=[N:22][C:23]=2[NH:24][CH:25]([CH3:27])[CH3:26])[CH2:14][CH2:13]1.FC(F)C(OC(=O)C(F)F)=O.CCN(C(C)C)C(C)C.